From a dataset of Forward reaction prediction with 1.9M reactions from USPTO patents (1976-2016). Predict the product of the given reaction. (1) Given the reactants N1C=CC=CC=1.[NH2:7][C:8]1[CH:9]=[C:10]([C@@H:22]([OH:25])[CH2:23][Br:24])[CH:11]=[CH:12][C:13]=1[O:14][CH2:15][C:16]1[CH:21]=[CH:20][CH:19]=[CH:18][CH:17]=1.[CH3:26][S:27](Cl)(=[O:29])=[O:28], predict the reaction product. The product is: [CH2:15]([O:14][C:13]1[CH:12]=[CH:11][C:10]([C@@H:22]([OH:25])[CH2:23][Br:24])=[CH:9][C:8]=1[NH:7][S:27]([CH3:26])(=[O:29])=[O:28])[C:16]1[CH:21]=[CH:20][CH:19]=[CH:18][CH:17]=1. (2) Given the reactants Cl[C:2]1[CH:7]=[CH:6][C:5]([N+:8]([O-])=O)=[CH:4][N:3]=1.[OH:11][C:12]1[CH:21]=[CH:20][C:15]([C:16]([O:18][CH3:19])=[O:17])=[CH:14][CH:13]=1, predict the reaction product. The product is: [NH2:8][C:5]1[CH:6]=[CH:7][C:2]([O:11][C:12]2[CH:13]=[CH:14][C:15]([C:16]([O:18][CH3:19])=[O:17])=[CH:20][CH:21]=2)=[N:3][CH:4]=1. (3) Given the reactants FC(F)(F)S(O[C:7]1[CH:16]=[CH:15][CH:14]=[C:13]2[C:8]=1[CH2:9][C@H:10]([N:17]([CH2:25][C:26]1[CH:31]=[CH:30][CH:29]=[CH:28][CH:27]=1)[CH2:18][C:19]1[CH:24]=[CH:23][CH:22]=[CH:21][CH:20]=1)[CH2:11][O:12]2)(=O)=O.[B:34]1([B:34]2[O:38][C:37]([CH3:40])([CH3:39])[C:36]([CH3:42])([CH3:41])[O:35]2)[O:38][C:37]([CH3:40])([CH3:39])[C:36]([CH3:42])([CH3:41])[O:35]1.C([O-])(=O)C.[K+], predict the reaction product. The product is: [CH2:18]([N:17]([CH2:25][C:26]1[CH:31]=[CH:30][CH:29]=[CH:28][CH:27]=1)[C@H:10]1[CH2:9][C:8]2[C:13](=[CH:14][CH:15]=[CH:16][C:7]=2[B:34]2[O:38][C:37]([CH3:40])([CH3:39])[C:36]([CH3:42])([CH3:41])[O:35]2)[O:12][CH2:11]1)[C:19]1[CH:24]=[CH:23][CH:22]=[CH:21][CH:20]=1. (4) Given the reactants [C:1]([C:3]1[CH:22]=[CH:21][C:6]([C:7]([C:9]2[N:13]([CH3:14])[C:12]([CH2:15][C:16]([O:18]CC)=[O:17])=[CH:11][CH:10]=2)=[O:8])=[CH:5][CH:4]=1)#[N:2].C(O)C, predict the reaction product. The product is: [C:1]([C:3]1[CH:22]=[CH:21][C:6]([C:7]([C:9]2[N:13]([CH3:14])[C:12]([CH2:15][C:16]([OH:18])=[O:17])=[CH:11][CH:10]=2)=[O:8])=[CH:5][CH:4]=1)#[N:2]. (5) Given the reactants C(O[C:4]([C:6]1[N:11]=[C:10]([CH2:12][CH3:13])[C:9]2[N:14]=[C:15]([C:17]3[CH:22]=[CH:21][CH:20]=[CH:19][CH:18]=3)[S:16][C:8]=2[C:7]=1[OH:23])=[O:5])C.[NH2:24][CH2:25][C:26]([OH:28])=[O:27], predict the reaction product. The product is: [CH2:12]([C:10]1[C:9]2[N:14]=[C:15]([C:17]3[CH:18]=[CH:19][CH:20]=[CH:21][CH:22]=3)[S:16][C:8]=2[C:7]([OH:23])=[C:6]([C:4]([NH:24][CH2:25][C:26]([OH:28])=[O:27])=[O:5])[N:11]=1)[CH3:13]. (6) Given the reactants C([O:3][C:4]([CH:6]1[NH:30][CH2:29][C@:28]2([C:31](=[O:34])[CH2:32][OH:33])[C@H:7]1[CH2:8][C@H:9]1[C@H:22]3[C@@:13]([F:26])([C@:14]4([CH3:25])[C:19]([C@@H:20]([F:23])[CH2:21]3)=[CH:18][C:17](=[O:24])[CH:16]=[CH:15]4)[C@@H:12]([OH:27])[CH2:11][C@@:10]12[CH3:35])=[O:5])C.Cl, predict the reaction product. The product is: [CH2:8]([N:30]1[CH2:29][C:28]2([C:31](=[O:34])[CH2:32][OH:33])[CH:7]([CH2:8][CH:9]3[CH:22]4[C:13]([F:26])([C:14]5([CH3:25])[C:19]([CH:20]([F:23])[CH2:21]4)=[CH:18][C:17](=[O:24])[CH:16]=[CH:15]5)[CH:12]([OH:27])[CH2:11][C:10]32[CH3:35])[CH:6]1[C:4]([OH:3])=[O:5])[C:9]1[CH:22]=[CH:13][CH:12]=[CH:11][CH:10]=1. (7) Given the reactants Cl[C:2]1[N:7]=[N:6][C:5]([CH2:8][N:9]2[CH:14]=[C:13]3[N:15]=[C:16]([C:18]4[CH:23]=[CH:22][CH:21]=[C:20]([F:24])[C:19]=4[F:25])[N:17]=[C:12]3[CH:11]=[N:10]2)=[CH:4][CH:3]=1.CC1(C)C(C)(C)OB([C:34]2[CH:39]=[CH:38][C:37]([O:40][CH2:41][CH2:42][CH3:43])=[CH:36][C:35]=2[C:44]([F:47])([F:46])[F:45])O1, predict the reaction product. The product is: [F:25][C:19]1[C:20]([F:24])=[CH:21][CH:22]=[CH:23][C:18]=1[C:16]1[N:17]=[C:12]2[CH:11]=[N:10][N:9]([CH2:8][C:5]3[N:6]=[N:7][C:2]([C:34]4[CH:39]=[CH:38][C:37]([O:40][CH2:41][CH2:42][CH3:43])=[CH:36][C:35]=4[C:44]([F:45])([F:46])[F:47])=[CH:3][CH:4]=3)[CH:14]=[C:13]2[N:15]=1. (8) Given the reactants O1CCCCC1[N:7]1[C:11](B2OC(C)(C)C(C)(C)O2)=[CH:10][CH:9]=[N:8]1.Br[C:22]1[CH:23]=[C:24]([CH:39]=[CH:40][C:41]=1[N:42]1[CH2:46][C@H:45]([OH:47])[C@@H:44]([OH:48])[CH2:43]1)[C:25]([NH:27][C:28]1[CH:33]=[CH:32][C:31]([O:34][C:35]([Cl:38])([F:37])[F:36])=[CH:30][CH:29]=1)=[O:26].C([O-])([O-])=O.[Na+].[Na+].C(O)(C(F)(F)F)=O, predict the reaction product. The product is: [Cl:38][C:35]([F:36])([F:37])[O:34][C:31]1[CH:30]=[CH:29][C:28]([NH:27][C:25](=[O:26])[C:24]2[CH:23]=[CH:22][C:41]([N:42]3[CH2:43][C@H:44]([OH:48])[C@@H:45]([OH:47])[CH2:46]3)=[C:40]([C:11]3[NH:7][N:8]=[CH:9][CH:10]=3)[CH:39]=2)=[CH:33][CH:32]=1.